Dataset: Experimentally validated miRNA-target interactions with 360,000+ pairs, plus equal number of negative samples. Task: Binary Classification. Given a miRNA mature sequence and a target amino acid sequence, predict their likelihood of interaction. The protein sequence of the target gene is MSSNCTSTTAVAVAPLSASKTKTKKKHFVCQKVKLFRASEPILSVLMWGVNHTINELSNVPVPVMLMPDDFKAYSKIKVDNHLFNKENLPSRFKFKEYCPMVFRNLRERFGIDDQDYQNSVTRSAPINSDSQGRCGTRFLTTYDRRFVIKTVSSEDVAEMHNILKKYHQFIVECHGNTLLPQFLGMYRLTVDGVETYMVVTRNVFSHRLTVHRKYDLKGSTVAREASDKEKAKDLPTFKDNDFLNEGQKLHVGEESKKNFLEKLKRDVEFLAQLKIMDYSLLVGIHDVDRAEQEEMEVEE.... The miRNA is hsa-miR-6870-5p with sequence UGGGGGAGAUGGGGGUUGA. Result: 0 (no interaction).